From a dataset of Catalyst prediction with 721,799 reactions and 888 catalyst types from USPTO. Predict which catalyst facilitates the given reaction. Reactant: Cl[C:2]1[N:7]=[CH:6][N:5]=[C:4]([N:8]2[C:16]3[C:11](=[CH:12][C:13]([S:17]([CH3:20])(=[O:19])=[O:18])=[CH:14][CH:15]=3)[CH2:10][CH2:9]2)[N:3]=1.[C:21]([O:25][C:26]([N:28]1[CH2:33][CH2:32][CH:31]([OH:34])[CH2:30][CH2:29]1)=[O:27])([CH3:24])([CH3:23])[CH3:22].CC(C)([O-])C.[K+]. Product: [C:21]([O:25][C:26]([N:28]1[CH2:33][CH2:32][CH:31]([O:34][C:2]2[N:3]=[C:4]([N:8]3[C:16]4[C:11](=[CH:12][C:13]([S:17]([CH3:20])(=[O:19])=[O:18])=[CH:14][CH:15]=4)[CH2:10][CH2:9]3)[N:5]=[CH:6][N:7]=2)[CH2:30][CH2:29]1)=[O:27])([CH3:24])([CH3:22])[CH3:23]. The catalyst class is: 1.